The task is: Predict the reaction yield, written as a fraction of the theoretical maximum amount of product (1.0 means a 100% yield; for example, 0.34 means a 34% yield).. This data is from Reaction yield outcomes from USPTO patents with 853,638 reactions. The reactants are [CH3:1][C:2]1[NH:10][C:5]2=[CH:6][N:7]=[CH:8][CH:9]=[C:4]2[CH:3]=1.[I:11]N1C(=O)CCC1=O. The catalyst is C(Cl)(Cl)Cl. The product is [I:11][C:3]1[C:4]2[C:5](=[CH:6][N:7]=[CH:8][CH:9]=2)[NH:10][C:2]=1[CH3:1]. The yield is 0.920.